From a dataset of Reaction yield outcomes from USPTO patents with 853,638 reactions. Predict the reaction yield, written as a fraction of the theoretical maximum amount of product (1.0 means a 100% yield; for example, 0.34 means a 34% yield). (1) The reactants are [C:1]([C:3]1[CH:8]=[CH:7][CH:6]=[CH:5][C:4]=1[C:9]1[CH:14]=[CH:13][C:12]([CH2:15][C:16]2[C:17](=[O:54])[N:18]([C@H:28]3[CH2:33][CH2:32][C@H:31]([O:34][CH:35]([CH2:41][CH2:42]OS(C4C=CC(C)=CC=4)(=O)=O)[C:36]([O:38][CH2:39][CH3:40])=[O:37])[CH2:30][CH2:29]3)[C:19]3[N:20]([N:25]=[CH:26][N:27]=3)[C:21]=2[CH2:22][CH2:23][CH3:24])=[CH:11][CH:10]=1)#[N:2].CC(C)([O-])C.[K+].Cl. The catalyst is O1CCCC1. The product is [C:1]([C:3]1[CH:8]=[CH:7][CH:6]=[CH:5][C:4]=1[C:9]1[CH:10]=[CH:11][C:12]([CH2:15][C:16]2[C:17](=[O:54])[N:18]([C@H:28]3[CH2:33][CH2:32][C@H:31]([O:34][C:35]4([C:36]([O:38][CH2:39][CH3:40])=[O:37])[CH2:42][CH2:41]4)[CH2:30][CH2:29]3)[C:19]3[N:20]([N:25]=[CH:26][N:27]=3)[C:21]=2[CH2:22][CH2:23][CH3:24])=[CH:13][CH:14]=1)#[N:2]. The yield is 0.550. (2) The reactants are C[Si]([N-][Si](C)(C)C)(C)C.[K+].O1CCCCC1[O:17][C@@H:18]1[CH2:42][CH2:41][C@@:40]2([CH3:43])[C@H:20]([CH2:21][CH2:22][C@@H:23]3[C@@H:39]2[CH2:38][CH2:37][C@@:36]2([CH3:44])[C@H:24]3[CH2:25][CH2:26][C@@H:27]2[C@H:28]([CH3:35])[CH2:29][CH2:30][C:31]([O:33]C)=[O:32])[CH2:19]1.[CH3:45]N(P(N(C)C)(N(C)C)=O)C.CI.CC1C=CC(S([O-])(=O)=O)=CC=1.C1C=C[NH+]=CC=1.Cl. The catalyst is C1COCC1.CO. The product is [CH3:45][C@@H:30]([CH2:29][C@H:28]([C@@H:27]1[C@:36]2([CH3:44])[C@H:24]([C@H:23]3[C@H:39]([CH2:38][CH2:37]2)[C@:40]2([CH3:43])[C@@H:20]([CH2:19][C@H:18]([OH:17])[CH2:42][CH2:41]2)[CH2:21][CH2:22]3)[CH2:25][CH2:26]1)[CH3:35])[C:31]([OH:33])=[O:32]. The yield is 0.350. (3) The reactants are [CH3:1][O:2][C:3]1[CH:4]=[C:5]2[C:10](=[CH:11][C:12]=1[O:13][CH3:14])[N:9]=[CH:8][CH:7]=[C:6]2[O:15][C:16]1[C:22]([CH3:23])=[CH:21][C:19]([NH2:20])=[C:18]([CH3:24])[CH:17]=1.Cl[C:26](Cl)([O:28][C:29](=[O:35])OC(Cl)(Cl)Cl)Cl.[CH:37]1(CO)[CH2:41][CH2:40][CH2:39][CH2:38]1.C(=O)(O)[O-].[Na+]. The catalyst is C(Cl)Cl.C(N(CC)CC)C.C1(C)C=CC=CC=1. The product is [CH3:1][O:2][C:3]1[CH:4]=[C:5]2[C:10](=[CH:11][C:12]=1[O:13][CH3:14])[N:9]=[CH:8][CH:7]=[C:6]2[O:15][C:16]1[C:22]([CH3:23])=[CH:21][C:19]([NH:20][C:29](=[O:35])[O:28][CH2:26][CH:37]2[CH2:41][CH2:40][CH2:39][CH2:38]2)=[C:18]([CH3:24])[CH:17]=1. The yield is 0.850. (4) The reactants are [N:1]1[CH:6]=[CH:5][C:4]([C:7]2[CH:12]=[CH:11][C:10]([NH2:13])=[CH:9][CH:8]=2)=[CH:3][CH:2]=1.[Br:14][C:15]1[CH:16]=[C:17]2[C:22](=[CH:23][CH:24]=1)[C:21](=[O:25])[NH:20][C:19](=[O:26])[C:18]2=[CH:27]OC.CCOC(C)=O.O. The catalyst is CN(C)C=O. The product is [Br:14][C:15]1[CH:16]=[C:17]2[C:22](=[CH:23][CH:24]=1)[C:21](=[O:25])[NH:20][C:19](=[O:26])[C:18]2=[CH:27][NH:13][C:10]1[CH:11]=[CH:12][C:7]([C:4]2[CH:5]=[CH:6][N:1]=[CH:2][CH:3]=2)=[CH:8][CH:9]=1. The yield is 0.770.